This data is from Reaction yield outcomes from USPTO patents with 853,638 reactions. The task is: Predict the reaction yield, written as a fraction of the theoretical maximum amount of product (1.0 means a 100% yield; for example, 0.34 means a 34% yield). (1) The reactants are Cl[C:2]1[C:7]([N+:8]([O-:10])=[O:9])=[CH:6][CH:5]=[CH:4][N:3]=1.[CH2:11]([Sn](CCC)(CCC)C=C)[CH2:12]C. The catalyst is C1C=CC([P]([Pd]([P](C2C=CC=CC=2)(C2C=CC=CC=2)C2C=CC=CC=2)([P](C2C=CC=CC=2)(C2C=CC=CC=2)C2C=CC=CC=2)[P](C2C=CC=CC=2)(C2C=CC=CC=2)C2C=CC=CC=2)(C2C=CC=CC=2)C2C=CC=CC=2)=CC=1.C1(C)C=CC=CC=1. The product is [N+:8]([C:7]1[C:2]([CH:11]=[CH2:12])=[N:3][CH:4]=[CH:5][CH:6]=1)([O-:10])=[O:9]. The yield is 0.540. (2) The reactants are C(N(CC)CC)C.Cl.[Br:9][C:10]1[CH:15]=[CH:14][C:13]([CH:16]2[CH2:20][CH2:19][NH:18][CH2:17]2)=[CH:12][CH:11]=1.[CH3:21][S:22](Cl)(=[O:24])=[O:23]. The catalyst is C1COCC1.O. The product is [Br:9][C:10]1[CH:11]=[CH:12][C:13]([CH:16]2[CH2:20][CH2:19][N:18]([S:22]([CH3:21])(=[O:24])=[O:23])[CH2:17]2)=[CH:14][CH:15]=1. The yield is 1.00. (3) The reactants are Cl[C:2]1[C:3]([C:17]([C:19]2[CH:24]=[CH:23][CH:22]=[CH:21][C:20]=2[Cl:25])=O)=[N:4][CH:5]=[C:6]([O:8][C:9]2[CH:14]=[CH:13][C:12]([F:15])=[CH:11][C:10]=2[F:16])[N:7]=1.O.[NH2:27][NH2:28]. The catalyst is C(O)C. The product is [Cl:25][C:20]1[CH:21]=[CH:22][CH:23]=[CH:24][C:19]=1[C:17]1[C:3]2[C:2](=[N:7][C:6]([O:8][C:9]3[CH:14]=[CH:13][C:12]([F:15])=[CH:11][C:10]=3[F:16])=[CH:5][N:4]=2)[NH:28][N:27]=1. The yield is 0.420. (4) The reactants are [CH3:1]N(C)C=O.[N+:6]([C:9]1[CH:14]=[CH:13][C:12]([S:15][C:16]2[NH:17][CH:18]=[CH:19][N:20]=2)=[CH:11][CH:10]=1)([O-:8])=[O:7].[H-].[Na+].O.[C:24]([O:27][CH2:28][CH3:29])(=O)C. No catalyst specified. The product is [CH3:1][C@@:28]1([CH2:29][N:20]2[CH:19]=[CH:18][N:17]=[C:16]2[S:15][C:12]2[CH:13]=[CH:14][C:9]([N+:6]([O-:8])=[O:7])=[CH:10][CH:11]=2)[CH2:24][O:27]1. The yield is 0.910.